From a dataset of CYP3A4 inhibition data for predicting drug metabolism from PubChem BioAssay. Regression/Classification. Given a drug SMILES string, predict its absorption, distribution, metabolism, or excretion properties. Task type varies by dataset: regression for continuous measurements (e.g., permeability, clearance, half-life) or binary classification for categorical outcomes (e.g., BBB penetration, CYP inhibition). Dataset: cyp3a4_veith. The molecule is N[C@](CC1c2ccccc2Oc2ccccc21)(C(=O)O)[C@@H]1C[C@@H]1C(=O)O. The result is 0 (non-inhibitor).